Dataset: hERG potassium channel inhibition data for cardiac toxicity prediction from Karim et al.. Task: Regression/Classification. Given a drug SMILES string, predict its toxicity properties. Task type varies by dataset: regression for continuous values (e.g., LD50, hERG inhibition percentage) or binary classification for toxic/non-toxic outcomes (e.g., AMES mutagenicity, cardiotoxicity, hepatotoxicity). Dataset: herg_karim. (1) The compound is N=c1c2c(-c3ccccc3)c(-c3ccccc3)n(Cc3ccccc3)c2ncn1C1CCC(O)CC1. The result is 0 (non-blocker). (2) The molecule is O=C(OC1COc2nc([N+](=O)[O-])cn2C1)N1CCN(c2ccc(OC(F)(F)F)cc2)CC1. The result is 0 (non-blocker). (3) The compound is O=C1O[C@]2(CC[C@H](c3nc4ccc(C(F)(F)F)cc4[nH]3)CC2)CN1c1ccccn1. The result is 1 (blocker). (4) The molecule is N#Cc1nc(CCCNc2ccccn2)cc(-c2cccc(C(F)(F)F)c2)n1. The result is 1 (blocker).